From a dataset of Full USPTO retrosynthesis dataset with 1.9M reactions from patents (1976-2016). Predict the reactants needed to synthesize the given product. (1) The reactants are: [CH3:1][C:2]1([CH3:20])[C:6]([CH3:8])([CH3:7])[O:5][B:4]([C:9]2[C:18]3[C:13](=[CH:14][CH:15]=[CH:16][CH:17]=3)[CH:12]=[CH:11][C:10]=2[CH3:19])[O:3]1.[Br:21]N1C(=O)CCC1=O. Given the product [Br:21][CH2:19][C:10]1[CH:11]=[CH:12][C:13]2[C:18](=[CH:17][CH:16]=[CH:15][CH:14]=2)[C:9]=1[B:4]1[O:3][C:2]([CH3:20])([CH3:1])[C:6]([CH3:7])([CH3:8])[O:5]1, predict the reactants needed to synthesize it. (2) The reactants are: [CH3:1]/[C:2](/[CH2:6][CH2:7][CH:8]=[C:9]([CH3:11])[CH3:10])=[CH:3]\[CH2:4][NH2:5].C(N(CC)CC)C.[OH:19][C:20]1[CH:28]=[CH:27][CH:26]=[CH:25][C:21]=1[C:22](O)=[O:23].C1C=CC(P(N=[N+]=[N-])(C2C=CC=CC=2)=O)=CC=1. Given the product [CH3:1]/[C:2](/[CH2:6][CH2:7][CH:8]=[C:9]([CH3:11])[CH3:10])=[CH:3]\[CH2:4][NH:5][C:22](=[O:23])[C:21]1[CH:25]=[CH:26][CH:27]=[CH:28][C:20]=1[OH:19], predict the reactants needed to synthesize it. (3) Given the product [NH:25]1[CH2:26][CH:27]=[C:22]([C:19]2[CH:20]=[C:21]3[C:16](=[CH:17][CH:18]=2)[N:15]=[CH:14][CH:13]=[C:12]3[NH:11][C:10]([NH:9][C:7]2[CH:6]=[CH:5][CH:4]=[C:3]([C:2]([F:36])([F:37])[F:1])[N:8]=2)=[O:35])[CH2:23][CH2:24]1, predict the reactants needed to synthesize it. The reactants are: [F:1][C:2]([F:37])([F:36])[C:3]1[N:8]=[C:7]([NH:9][C:10](=[O:35])[NH:11][C:12]2[C:21]3[C:16](=[CH:17][CH:18]=[C:19]([C:22]4[CH2:23][CH2:24][N:25](C(OC(C)(C)C)=O)[CH2:26][CH:27]=4)[CH:20]=3)[N:15]=[CH:14][CH:13]=2)[CH:6]=[CH:5][CH:4]=1.C(O)(C(F)(F)F)=O. (4) Given the product [F:27][C:28]1[CH:29]=[C:30]([NH:40][C:41]2[N:43]=[CH:3][C:4]3[CH2:5][CH2:6][CH2:7][C:8]([CH3:17])([C:11]4[CH:12]=[CH:13][CH:14]=[CH:15][CH:16]=4)[C:9]=3[N:42]=2)[CH:31]=[CH:32][C:33]=1[N:34]1[CH:38]=[C:37]([CH3:39])[N:36]=[CH:35]1, predict the reactants needed to synthesize it. The reactants are: CN(C)[CH:3]=[C:4]1[C:9](=O)[C:8]([CH3:17])([C:11]2[CH:16]=[CH:15][CH:14]=[CH:13][CH:12]=2)[CH2:7][CH2:6][CH2:5]1.[N+]([O-])(O)=O.[N+]([O-])(O)=O.[F:27][C:28]1[CH:29]=[C:30]([NH:40][C:41]([NH2:43])=[NH:42])[CH:31]=[CH:32][C:33]=1[N:34]1[CH:38]=[C:37]([CH3:39])[N:36]=[CH:35]1. (5) Given the product [F:1][C:2]1[CH:7]=[CH:6][C:5]([OH:8])=[C:4]([I:10])[CH:3]=1, predict the reactants needed to synthesize it. The reactants are: [F:1][C:2]1[CH:7]=[CH:6][C:5]([OH:8])=[CH:4][CH:3]=1.[Na+].[I-:10].[OH-].[Na+].[O-]Cl.[Na+]. (6) Given the product [CH3:1][O:2][C:3](=[O:12])[C:4]1[CH:9]=[CH:8][C:7]([NH2:10])=[C:6]([C:18](=[O:20])[CH3:19])[CH:5]=1, predict the reactants needed to synthesize it. The reactants are: [CH3:1][O:2][C:3](=[O:12])[C:4]1[CH:9]=[CH:8][C:7]([NH2:10])=[C:6](I)[CH:5]=1.C([Sn](CCCC)(CCCC)[C:18]([O:20]CC)=[CH2:19])CCC.O. (7) Given the product [C:1]([O:5][C:6](=[O:16])[CH2:7][O:8][C:9]1[N:14]=[CH:13][C:12]([C:19]2[CH:20]=[CH:21][CH:22]=[CH:23][C:18]=2[F:17])=[CH:11][N:10]=1)([CH3:4])([CH3:3])[CH3:2], predict the reactants needed to synthesize it. The reactants are: [C:1]([O:5][C:6](=[O:16])[CH2:7][O:8][C:9]1[N:14]=[CH:13][C:12](Br)=[CH:11][N:10]=1)([CH3:4])([CH3:3])[CH3:2].[F:17][C:18]1[CH:23]=[CH:22][CH:21]=[CH:20][C:19]=1B(O)O.C1(P(C2C=CC=CC=2)C2C=CC=CC=2)C=CC=CC=1.C(=O)([O-])[O-].[Na+].[Na+]. (8) The reactants are: S(S([O-])=O)([O-])=O.[Na+].[Na+].[CH2:9]([O:16][C:17]1[CH:24]=[CH:23][C:20]([CH:21]=O)=[CH:19][CH:18]=1)[C:10]1[CH:15]=[CH:14][CH:13]=[CH:12][CH:11]=1.[NH2:25][C:26]1[N:31]=[C:30]([N:32]2[CH2:37][CH2:36][N:35]([C:38]([O:40][C:41]([CH3:44])([CH3:43])[CH3:42])=[O:39])[CH2:34][CH2:33]2)[CH:29]=[CH:28][C:27]=1[N+:45]([O-])=O.[OH-].[NH4+]. Given the product [CH2:9]([O:16][C:17]1[CH:24]=[CH:23][C:20]([C:21]2[NH:25][C:26]3=[N:31][C:30]([N:32]4[CH2:33][CH2:34][N:35]([C:38]([O:40][C:41]([CH3:43])([CH3:42])[CH3:44])=[O:39])[CH2:36][CH2:37]4)=[CH:29][CH:28]=[C:27]3[N:45]=2)=[CH:19][CH:18]=1)[C:10]1[CH:15]=[CH:14][CH:13]=[CH:12][CH:11]=1, predict the reactants needed to synthesize it.